Dataset: Reaction yield outcomes from USPTO patents with 853,638 reactions. Task: Predict the reaction yield, written as a fraction of the theoretical maximum amount of product (1.0 means a 100% yield; for example, 0.34 means a 34% yield). (1) The reactants are [Br:1][C:2]1[CH:3]=[C:4]2[C:9](=[CH:10][CH:11]=1)[CH:8]=[C:7](OS(C(F)(F)F)(=O)=O)[CH:6]=[CH:5]2.[Br-].[Li+].[CH3:22][Mg]Br. The catalyst is O1CCCC1. The product is [Br:1][C:2]1[CH:11]=[CH:10][C:9]2[C:4](=[CH:5][CH:6]=[C:7]([CH3:22])[CH:8]=2)[CH:3]=1. The yield is 0.470. (2) The reactants are [CH:1]1([C:4]2[C:5]([O:18][CH2:19][C:20]3([CH3:28])[CH2:27][CH2:26][C:23]4([CH2:25][CH2:24]4)[CH2:22][CH2:21]3)=[CH:6][C:7]([F:17])=[C:8]([CH:16]=2)[C:9]([O:11]C(C)(C)C)=[O:10])[CH2:3][CH2:2]1.C1(OC)C=CC=CC=1.FC(F)(F)C(O)=O. The catalyst is ClCCl. The product is [CH:1]1([C:4]2[C:5]([O:18][CH2:19][C:20]3([CH3:28])[CH2:27][CH2:26][C:23]4([CH2:24][CH2:25]4)[CH2:22][CH2:21]3)=[CH:6][C:7]([F:17])=[C:8]([CH:16]=2)[C:9]([OH:11])=[O:10])[CH2:2][CH2:3]1. The yield is 0.900. (3) The reactants are [NH2:1][C:2]1[N:7]=[CH:6][N:5]=[C:4]2[N:8]([CH2:24][CH2:25][N:26]3[C:30](=[O:31])[CH2:29][S:28][C:27]3=[O:32])[N:9]=[C:10]([C:11]3[CH:16]=[CH:15][C:14]([O:17][C:18]4[CH:23]=[CH:22][CH:21]=[CH:20][CH:19]=4)=[CH:13][CH:12]=3)[C:3]=12.[CH:33]1([CH:36]=O)[CH2:35][CH2:34]1.N1CCCCC1.ClCCl. The catalyst is CO. The product is [NH2:1][C:2]1[N:7]=[CH:6][N:5]=[C:4]2[N:8]([CH2:24][CH2:25][N:26]3[C:30](=[O:31])[C:29](=[CH:36][CH:33]4[CH2:35][CH2:34]4)[S:28][C:27]3=[O:32])[N:9]=[C:10]([C:11]3[CH:12]=[CH:13][C:14]([O:17][C:18]4[CH:19]=[CH:20][CH:21]=[CH:22][CH:23]=4)=[CH:15][CH:16]=3)[C:3]=12. The yield is 0.240.